From a dataset of Forward reaction prediction with 1.9M reactions from USPTO patents (1976-2016). Predict the product of the given reaction. (1) Given the reactants [C:1]([Si:5]([C:22]1[CH:27]=[CH:26][CH:25]=[CH:24][CH:23]=1)([C:16]1[CH:21]=[CH:20][CH:19]=[CH:18][CH:17]=1)[O:6][C:7]1[CH:14]=[CH:13][C:10]([CH2:11][NH2:12])=[C:9]([F:15])[CH:8]=1)([CH3:4])([CH3:3])[CH3:2].[C:28]([O:32][C:33](O[C:33]([O:32][C:28]([CH3:31])([CH3:30])[CH3:29])=[O:34])=[O:34])([CH3:31])([CH3:30])[CH3:29], predict the reaction product. The product is: [C:28]([O:32][C:33](=[O:34])[NH:12][CH2:11][C:10]1[CH:13]=[CH:14][C:7]([O:6][Si:5]([C:1]([CH3:4])([CH3:2])[CH3:3])([C:22]2[CH:27]=[CH:26][CH:25]=[CH:24][CH:23]=2)[C:16]2[CH:17]=[CH:18][CH:19]=[CH:20][CH:21]=2)=[CH:8][C:9]=1[F:15])([CH3:31])([CH3:30])[CH3:29]. (2) Given the reactants [N:1]1[CH:6]=[CH:5][C:4]([N:7]2[CH2:12][CH2:11][N:10]([C:13]([O:15][C:16]3([C:37]4[CH:42]=[CH:41][CH:40]=[CH:39][C:38]=4[O:43][CH:44]([CH3:46])[CH3:45])[C:24]4[C:19](=[CH:20][CH:21]=[C:22]([Cl:25])[CH:23]=4)[N:18](C(N[C@H](CO)CC(C)C)=O)[C:17]3=[O:36])=[O:14])[CH2:9][CH2:8]2)=[CH:3][CH:2]=1.C[O-].[Na+], predict the reaction product. The product is: [N:1]1[CH:6]=[CH:5][C:4]([N:7]2[CH2:12][CH2:11][N:10]([C:13]([O:15][C:16]3([C:37]4[CH:42]=[CH:41][CH:40]=[CH:39][C:38]=4[O:43][CH:44]([CH3:46])[CH3:45])[C:24]4[C:19](=[CH:20][CH:21]=[C:22]([Cl:25])[CH:23]=4)[NH:18][C:17]3=[O:36])=[O:14])[CH2:9][CH2:8]2)=[CH:3][CH:2]=1.